From a dataset of Reaction yield outcomes from USPTO patents with 853,638 reactions. Predict the reaction yield, written as a fraction of the theoretical maximum amount of product (1.0 means a 100% yield; for example, 0.34 means a 34% yield). The reactants are [Br:1]Br.[F:3][C:4]1([CH2:12][C:13]([C:15]2[CH:20]=[CH:19][CH:18]=[CH:17][CH:16]=2)=[O:14])[CH:9]=[CH:8][N:7]=[C:6]([S:10][CH3:11])[NH:5]1. The catalyst is C(O)(=O)C. The product is [F:3][C:4]1([CH:12]([Br:1])[C:13]([C:15]2[CH:20]=[CH:19][CH:18]=[CH:17][CH:16]=2)=[O:14])[CH:9]=[CH:8][N:7]=[C:6]([S:10][CH3:11])[NH:5]1. The yield is 1.00.